Dataset: Reaction yield outcomes from USPTO patents with 853,638 reactions. Task: Predict the reaction yield, written as a fraction of the theoretical maximum amount of product (1.0 means a 100% yield; for example, 0.34 means a 34% yield). (1) The reactants are [Cl:1][C:2]1[CH:7]=[CH:6][CH:5]=[CH:4][C:3]=1[C:8](=[O:21])[CH2:9][CH2:10][C:11]12[CH2:20][CH:15]3[CH2:16][CH:17]([CH2:19][CH:13]([CH2:14]3)[CH2:12]1)[CH2:18]2.[CH2:22]1N2CN3CN(C2)CN1C3.C(OC(=O)C)(=O)C.[OH-].[Na+]. The catalyst is O. The product is [Cl:1][C:2]1[CH:7]=[CH:6][CH:5]=[C:4]2[C:3]=1[C:8](=[O:21])[CH:9]([CH2:10][C:11]13[CH2:20][CH:15]4[CH2:16][CH:17]([CH2:19][CH:13]([CH2:14]4)[CH2:12]1)[CH2:18]3)[CH2:22]2. The yield is 0.710. (2) The reactants are [H-].[Na+].[Br:3][C:4]1[CH:5]=[C:6]2[C:10](=[CH:11][CH:12]=1)[NH:9][N:8]=[CH:7]2.S(O[CH2:24][CH:25]1[CH2:30][CH2:29][N:28]([C:31]([O:33][CH2:34][C:35]2[CH:40]=[CH:39][CH:38]=[CH:37][CH:36]=2)=[O:32])[CH2:27][CH2:26]1)(C1C=CC(C)=CC=1)(=O)=O.C(OCC)(=O)C.CCCCCC. The catalyst is CN(C=O)C. The product is [Br:3][C:4]1[CH:5]=[C:6]2[C:10](=[CH:11][CH:12]=1)[N:9]([CH2:24][CH:25]1[CH2:30][CH2:29][N:28]([C:31]([O:33][CH2:34][C:35]3[CH:36]=[CH:37][CH:38]=[CH:39][CH:40]=3)=[O:32])[CH2:27][CH2:26]1)[N:8]=[CH:7]2. The yield is 0.600.